From a dataset of Catalyst prediction with 721,799 reactions and 888 catalyst types from USPTO. Predict which catalyst facilitates the given reaction. Reactant: [F:1][C:2]([F:24])([F:23])[C:3]1[CH:8]=[CH:7][C:6]([NH:9][C:10]([NH:12][C:13]2([C:19]([O:21]C)=O)[CH2:18][CH2:17][CH2:16][CH2:15][CH2:14]2)=[O:11])=[CH:5][CH:4]=1.O[Li].O. Product: [F:23][C:2]([F:1])([F:24])[C:3]1[CH:4]=[CH:5][C:6]([N:9]2[C:19](=[O:21])[C:13]3([CH2:14][CH2:15][CH2:16][CH2:17][CH2:18]3)[NH:12][C:10]2=[O:11])=[CH:7][CH:8]=1. The catalyst class is: 20.